Dataset: Reaction yield outcomes from USPTO patents with 853,638 reactions. Task: Predict the reaction yield, written as a fraction of the theoretical maximum amount of product (1.0 means a 100% yield; for example, 0.34 means a 34% yield). (1) The reactants are [CH3:1][O:2][C:3]1[CH:8]=[CH:7][CH:6]=[CH:5][C:4]=1[C:9]1[N:17]2[C:12]([CH:13]=[N:14][C:15]([NH:18][C:19]3[CH:24]=[CH:23][C:22]([N:25]4[CH2:30][CH2:29][N:28]([CH3:31])[CH2:27][CH2:26]4)=[CH:21][CH:20]=3)=[N:16]2)=[C:11]([CH:32]=[CH2:33])[CH:10]=1. The catalyst is C(O)C.[Ni]. The product is [CH2:32]([C:11]1[CH:10]=[C:9]([C:4]2[CH:5]=[CH:6][CH:7]=[CH:8][C:3]=2[O:2][CH3:1])[N:17]2[C:12]=1[CH:13]=[N:14][C:15]([NH:18][C:19]1[CH:20]=[CH:21][C:22]([N:25]3[CH2:26][CH2:27][N:28]([CH3:31])[CH2:29][CH2:30]3)=[CH:23][CH:24]=1)=[N:16]2)[CH3:33]. The yield is 0.360. (2) The reactants are [CH2:1]([OH:7])[CH2:2][CH2:3][CH2:4][CH2:5][OH:6].[OH-].[Na+].[C:10]([O:14][N:15]=[C:16]([CH2:18]Cl)[CH3:17])([CH3:13])([CH3:12])[CH3:11].Cl. The catalyst is [Cl-].C([N+](CC)(CC)CC)C1C=CC=CC=1.O1CCCC1. The product is [C:10]([O:14][N:15]=[C:16]([CH2:18][O:6][CH2:5][CH2:4][CH2:3][CH2:2][CH2:1][OH:7])[CH3:17])([CH3:13])([CH3:12])[CH3:11]. The yield is 0.590. (3) The reactants are OC(C(F)(F)F)=O.[N:8]1([C:15]([C:17]2[CH:18]=[C:19]([CH:32]=[CH:33][C:34]=2[F:35])[CH2:20][C:21]2[C:30]3[C:25](=[CH:26][CH:27]=[CH:28][CH:29]=3)[C:24](=[O:31])[NH:23][N:22]=2)=[O:16])[CH2:14][CH2:13][CH2:12][NH:11][CH2:10][CH2:9]1.[O:36]1[CH:40]=[CH:39][CH:38]=[C:37]1[C:41](=[O:45])[C:42](O)=[O:43].CCN(C(C)C)C(C)C.CN(C(ON1N=NC2C=CC=NC1=2)=[N+](C)C)C.F[P-](F)(F)(F)(F)F. The catalyst is CN(C=O)C. The product is [F:35][C:34]1[CH:33]=[CH:32][C:19]([CH2:20][C:21]2[C:30]3[C:25](=[CH:26][CH:27]=[CH:28][CH:29]=3)[C:24](=[O:31])[NH:23][N:22]=2)=[CH:18][C:17]=1[C:15]([N:8]1[CH2:14][CH2:13][CH2:12][N:11]([C:42](=[O:43])[C:41]([C:37]2[O:36][CH:40]=[CH:39][CH:38]=2)=[O:45])[CH2:10][CH2:9]1)=[O:16]. The yield is 0.310. (4) The reactants are C[Si]([N-][Si](C)(C)C)(C)C.[Na+].[F:11][C:12]1[CH:17]=[C:16]([CH3:18])[CH:15]=[CH:14][N:13]=1.[C:19](OCC)(=[O:26])[C:20]1[CH:25]=[CH:24][CH:23]=[CH:22][CH:21]=1.Cl.[OH-].[Na+]. The catalyst is C1COCC1. The product is [F:11][C:12]1[CH:17]=[C:16]([CH2:18][C:19]([C:20]2[CH:25]=[CH:24][CH:23]=[CH:22][CH:21]=2)=[O:26])[CH:15]=[CH:14][N:13]=1. The yield is 0.720. (5) The reactants are CC(OC(/N=N/C(OC(C)C)=O)=O)C.[CH3:15][O:16][C:17]1[CH:18]=[C:19]([OH:26])[CH:20]=[C:21]([N+:23]([O-:25])=[O:24])[CH:22]=1.[CH3:27][O:28][CH2:29][CH2:30][O:31][CH2:32][CH2:33][O:34][CH2:35][CH2:36][O:37][CH2:38][CH2:39][O:40][CH2:41][CH2:42][O:43][CH2:44][CH2:45][O:46][CH2:47][CH2:48]O.C1C=CC(P(C2C=CC=CC=2)C2C=CC=CC=2)=CC=1. The catalyst is C1COCC1. The product is [CH3:15][O:16][C:17]1[CH:18]=[C:19]([CH:20]=[C:21]([N+:23]([O-:25])=[O:24])[CH:22]=1)[O:26][CH2:48][CH2:47][O:46][CH2:45][CH2:44][O:43][CH2:42][CH2:41][O:40][CH2:39][CH2:38][O:37][CH2:36][CH2:35][O:34][CH2:33][CH2:32][O:31][CH2:30][CH2:29][O:28][CH3:27]. The yield is 0.700. (6) The reactants are [NH2:1][C:2]1[CH:11]=[C:10]2[C:5]([CH:6]=[CH:7][CH:8]=[C:9]2[N:12]2[CH2:17][CH2:16][N:15]([CH3:18])[CH2:14][CH2:13]2)=[CH:4][CH:3]=1.C(N(CC)CC)C.[Cl:26][C:27]1[CH:35]=[CH:34][C:30]([C:31](Cl)=[O:32])=[CH:29][CH:28]=1. The catalyst is C(#N)C. The product is [Cl:26][C:27]1[CH:35]=[CH:34][C:30]([C:31]([NH:1][C:2]2[CH:11]=[C:10]3[C:5]([CH:6]=[CH:7][CH:8]=[C:9]3[N:12]3[CH2:17][CH2:16][N:15]([CH3:18])[CH2:14][CH2:13]3)=[CH:4][CH:3]=2)=[O:32])=[CH:29][CH:28]=1. The yield is 0.430. (7) The reactants are [F:1][C:2]1[CH:7]=[CH:6][C:5]([N:8]2[CH:13]=[CH:12][CH:11]=[C:10]([C:14]([OH:16])=O)[C:9]2=[O:17])=[CH:4][CH:3]=1.C1C=CC2N(O)N=NC=2C=1.CCN=C=NCCCN(C)C.Cl.[CH3:40][O:41][C:42]1[CH:43]=[C:44]2[C:49](=[CH:50][C:51]=1[O:52][CH3:53])[N:48]=[CH:47][CH:46]=[C:45]2[O:54][C:55]1[CH:60]=[CH:59][C:58]([NH2:61])=[CH:57][C:56]=1[F:62]. The catalyst is CN(C=O)C. The product is [CH3:40][O:41][C:42]1[CH:43]=[C:44]2[C:49](=[CH:50][C:51]=1[O:52][CH3:53])[N:48]=[CH:47][CH:46]=[C:45]2[O:54][C:55]1[CH:60]=[CH:59][C:58]([NH:61][C:14]([C:10]2[C:9](=[O:17])[N:8]([C:5]3[CH:4]=[CH:3][C:2]([F:1])=[CH:7][CH:6]=3)[CH:13]=[CH:12][CH:11]=2)=[O:16])=[CH:57][C:56]=1[F:62]. The yield is 0.300.